From a dataset of Reaction yield outcomes from USPTO patents with 853,638 reactions. Predict the reaction yield, written as a fraction of the theoretical maximum amount of product (1.0 means a 100% yield; for example, 0.34 means a 34% yield). (1) The reactants are [C:1]([Br:5])(Br)(Br)Br.OC[C:8]1[CH:13]=[CH:12][CH:11]=[C:10]([C:14]([O:17][CH3:18])([CH3:16])[CH3:15])[N:9]=1.C1(P(C2C=CC=CC=2)C2C=CC=CC=2)C=CC=CC=1. The catalyst is C(Cl)Cl. The product is [Br:5][CH2:1][C:8]1[CH:13]=[CH:12][CH:11]=[C:10]([C:14]([O:17][CH3:18])([CH3:15])[CH3:16])[N:9]=1. The yield is 0.750. (2) The reactants are [Br:1][C:2]1[CH:14]=[CH:13][C:5]2[NH:6][C:7]([S:9]([CH3:12])(=O)=O)=[N:8][C:4]=2[CH:3]=1.SC1[C:21]2[NH:22][C:23](=[O:25])[NH:24][C:20]=2[CH:19]=[C:18]([C:26]([OH:28])=[O:27])[CH:17]=1. No catalyst specified. The product is [Br:1][C:2]1[CH:14]=[CH:13][C:5]2[NH:6][C:7]([S:9][C:12]3[C:21]4[NH:22][C:23](=[O:25])[NH:24][C:20]=4[CH:19]=[C:18]([C:26]([OH:28])=[O:27])[CH:17]=3)=[N:8][C:4]=2[CH:3]=1. The yield is 0.680. (3) The yield is 0.640. The reactants are C1O[C:8]2[CH:7]=[CH:6][C:5]([N+:10]([O-:12])=[O:11])=[CH:4][C:3]=2[O:2]1.[C-:13]#[N:14].[Na+].O.[OH-].[Na+]. The catalyst is CN(P(N(C)C)(N(C)C)=O)C. The product is [C:13]([C:8]1[CH:7]=[CH:6][C:5]([N+:10]([O-:12])=[O:11])=[CH:4][C:3]=1[OH:2])#[N:14]. (4) The reactants are Cl.Cl[C:3]1[N:12]=[CH:11][C:10]2[N:9]3[CH:13]=[N:14][N:15]=[C:8]3[C@@H:7]([CH2:16][CH3:17])[N:6]([C@@H:18]3[CH2:22][CH2:21][C:20]([F:24])([F:23])[CH2:19]3)[C:5]=2[N:4]=1.[NH2:25][C:26]1[CH:36]=[CH:35][C:29]([C:30]([NH:32][CH2:33][CH3:34])=[O:31])=[CH:28][C:27]=1[O:37][CH3:38]. The catalyst is C(O)C.O. The product is [F:23][C:20]1([F:24])[CH2:21][CH2:22][C@@H:18]([N:6]2[C:5]3[N:4]=[C:3]([NH:25][C:26]4[CH:36]=[CH:35][C:29]([C:30]([NH:32][CH2:33][CH3:34])=[O:31])=[CH:28][C:27]=4[O:37][CH3:38])[N:12]=[CH:11][C:10]=3[N:9]3[CH:13]=[N:14][N:15]=[C:8]3[C@H:7]2[CH2:16][CH3:17])[CH2:19]1. The yield is 0.800.